Task: Predict the product of the given reaction.. Dataset: Forward reaction prediction with 1.9M reactions from USPTO patents (1976-2016) Given the reactants [Cl:1][C:2]1[C:11](O)=[C:10]2[C:5]([CH:6]=[CH:7][C:8](=[O:14])[N:9]2[CH3:13])=[N:4][CH:3]=1.P(Br)(Br)[Br:16], predict the reaction product. The product is: [Br:16][C:11]1[C:2]([Cl:1])=[CH:3][N:4]=[C:5]2[C:10]=1[N:9]([CH3:13])[C:8](=[O:14])[CH:7]=[CH:6]2.